From a dataset of Forward reaction prediction with 1.9M reactions from USPTO patents (1976-2016). Predict the product of the given reaction. (1) Given the reactants C(OP([C:9](OC)(OC)[CH2:10][CH2:11][C:12]1[CH:22]=[CH:21][C:15]([C:16]([O:18][CH2:19][CH3:20])=[O:17])=[CH:14][CH:13]=1)(OCC)=O)C.[Li]CCCC.[CH3:32][C:33]1([CH3:51])[CH:42]=[C:41]([C:43]2[S:44][C:45]([CH3:48])=[CH:46][CH:47]=2)[C:40]2[C:35](=[CH:36][CH:37]=[C:38]([CH:49]=O)[CH:39]=2)[O:34]1.Cl[Sn](Cl)(Cl)Cl, predict the reaction product. The product is: [CH2:19]([O:18][C:16](=[O:17])[C:15]1[CH:14]=[CH:13][C:12]([C:11]2[CH:49]=[CH:38][C:37]3[CH:36]=[C:35]4[C:40]([C:41]([C:43]5[S:44][C:45]([CH3:48])=[CH:46][CH:47]=5)=[CH:42][C:33]([CH3:51])([CH3:32])[O:34]4)=[CH:39][C:9]=3[CH:10]=2)=[CH:22][CH:21]=1)[CH3:20]. (2) The product is: [N:13]1[C:21]2[C:16](=[N:17][CH:18]=[CH:19][CH:20]=2)[N:15]([CH2:22][C:23]2[CH:35]=[CH:34][C:26]3[N:27]=[C:28]([NH:36][CH2:37][C:38]4([OH:44])[CH2:43][CH2:42][CH2:41][CH2:40][CH2:39]4)[S:29][C:25]=3[CH:24]=2)[CH:14]=1. Given the reactants CS(C1SC2C=CC=CC=2N=1)=O.[N:13]1[C:21]2[C:16](=[N:17][CH:18]=[CH:19][CH:20]=2)[N:15]([CH2:22][C:23]2[CH:35]=[CH:34][C:26]3[N:27]=[C:28](S(C)(=O)=O)[S:29][C:25]=3[CH:24]=2)[CH:14]=1.[NH2:36][CH2:37][C:38]1([OH:44])[CH2:43][CH2:42][CH2:41][CH2:40][CH2:39]1.CCN(C(C)C)C(C)C, predict the reaction product. (3) Given the reactants [NH2:1][C:2]1[CH:7]=[CH:6][C:5]([C:8]2[N:13]=[C:12]([N:14]3[CH:19]([CH3:20])[CH2:18][O:17][CH2:16][CH:15]3[CH3:21])[N:11]=[C:10]([C:22]3[CH:27]=[CH:26][C:25]([NH:28][C:29]([NH:31][CH3:32])=[O:30])=[CH:24][CH:23]=3)[N:9]=2)=[CH:4][CH:3]=1.[N:33]1[CH:38]=[CH:37][CH:36]=[C:35]([NH:39][C:40](=O)[O:41]C2C=CC=CC=2)[CH:34]=1, predict the reaction product. The product is: [CH3:21][CH:15]1[CH2:16][O:17][CH2:18][CH:19]([CH3:20])[N:14]1[C:12]1[N:11]=[C:10]([C:22]2[CH:27]=[CH:26][C:25]([NH:28][C:29](=[O:30])[NH:31][CH3:32])=[CH:24][CH:23]=2)[N:9]=[C:8]([C:5]2[CH:4]=[CH:3][C:2]([NH:1][C:40]([NH:39][C:35]3[CH:34]=[N:33][CH:38]=[CH:37][CH:36]=3)=[O:41])=[CH:7][CH:6]=2)[N:13]=1.